The task is: Predict which catalyst facilitates the given reaction.. This data is from Catalyst prediction with 721,799 reactions and 888 catalyst types from USPTO. (1) Reactant: [CH3:1][NH:2][C@H:3]([C:8]([NH:10][C@H:11]1[C@H:18]2[C@H:14]([CH2:15][N:16]([CH2:19][C:20]3[CH:25]=[CH:24][CH:23]=[C:22]([C:26]([F:29])([F:28])[F:27])[CH:21]=3)[CH2:17]2)[CH2:13][CH2:12]1)=[O:9])[CH2:4][CH:5]([CH3:7])[CH3:6].C(N(CC)C(C)C)(C)C.[C:39](Cl)(=[O:44])[C:40]([CH3:43])([CH3:42])[CH3:41]. Product: [CH3:41][C:40]([CH3:43])([CH3:42])[C:39]([N:2]([CH3:1])[C@H:3]([C:8]([NH:10][C@H:11]1[C@H:18]2[C@H:14]([CH2:15][N:16]([CH2:19][C:20]3[CH:25]=[CH:24][CH:23]=[C:22]([C:26]([F:29])([F:27])[F:28])[CH:21]=3)[CH2:17]2)[CH2:13][CH2:12]1)=[O:9])[CH2:4][CH:5]([CH3:7])[CH3:6])=[O:44]. The catalyst class is: 4. (2) Reactant: [OH:1][C@H:2]1[CH2:6][CH2:5][N:4]([C:7]([O:9][C:10]([CH3:13])([CH3:12])[CH3:11])=[O:8])[CH2:3]1.[H-].[Na+].Br[CH2:17][CH2:18][O:19][CH2:20][CH2:21][O:22][CH2:23][CH2:24][O:25][CH3:26]. Product: [CH3:26][O:25][CH2:24][CH2:23][O:22][CH2:21][CH2:20][O:19][CH2:18][CH2:17][O:1][C@H:2]1[CH2:6][CH2:5][N:4]([C:7]([O:9][C:10]([CH3:13])([CH3:12])[CH3:11])=[O:8])[CH2:3]1. The catalyst class is: 7. (3) Reactant: [CH2:1]([O:3][C:4]([C:6]1[NH:7]C(C=O)=CC=1)=[O:5])[CH3:2].S(=O)(=O)(O)N.Cl([O-])=O.[Na+].P([O-])(O)(O)=O.[K+].[C:28]([OH:32])(C)(C)C.[O:33]1[CH2:37][CH2:36][CH2:35][CH2:34]1.O. Product: [CH3:28][O:32][C:37]([C:36]1[NH:7][C:6]([C:4]([O:3][CH2:1][CH3:2])=[O:5])=[CH:34][CH:35]=1)=[O:33]. The catalyst class is: 6.